Dataset: Forward reaction prediction with 1.9M reactions from USPTO patents (1976-2016). Task: Predict the product of the given reaction. (1) Given the reactants [CH3:1][C:2]1[CH:6]=[C:5]([CH3:7])[NH:4][C:3]=1/[CH:8]=[C:9]1\[C:10](=[O:18])[NH:11][C:12]2[C:17]\1=[CH:16][CH:15]=[CH:14][CH:13]=2.[CH:19]1[N:23]=[CH:22][N:21]([C:24](N2C=NC=C2)=[O:25])[CH:20]=1, predict the reaction product. The product is: [CH3:1][C:2]1[CH:6]=[C:5]([CH3:7])[NH:4][C:3]=1/[CH:8]=[C:9]1\[C:10](=[O:18])[N:11]([C:24]([N:21]2[CH:20]=[CH:19][N:23]=[CH:22]2)=[O:25])[C:12]2[C:17]\1=[CH:16][CH:15]=[CH:14][CH:13]=2. (2) The product is: [F:45][CH:2]([F:1])[O:3][C:4]1[CH:5]=[C:6]([C:19]2[N:24]=[C:23]([CH3:25])[N:22]=[C:21]([NH2:26])[N:20]=2)[C:7]([NH:10][C:11]2[CH:12]=[N:13][C:14]([O:17][CH3:18])=[CH:15][CH:16]=2)=[N:8][CH:9]=1. Given the reactants [F:1][CH:2]([F:45])[O:3][C:4]1[CH:5]=[C:6]([C:19]2[N:24]=[C:23]([CH3:25])[N:22]=[C:21]([N:26](CC3C=CC(OC)=CC=3)CC3C=CC(OC)=CC=3)[N:20]=2)[C:7]([NH:10][C:11]2[CH:12]=[N:13][C:14]([O:17][CH3:18])=[CH:15][CH:16]=2)=[N:8][CH:9]=1.FC(F)(F)C(O)=O.FC(F)(F)S(O)(=O)=O, predict the reaction product. (3) Given the reactants [F:1][C:2]1[CH:14]=[C:13]([N+:15]([O-])=O)[CH:12]=[CH:11][C:3]=1[C:4]([O:6][C:7]([CH3:10])([CH3:9])[CH3:8])=[O:5].[Cl-].[NH4+], predict the reaction product. The product is: [C:7]([O:6][C:4](=[O:5])[C:3]1[CH:11]=[CH:12][C:13]([NH2:15])=[CH:14][C:2]=1[F:1])([CH3:10])([CH3:8])[CH3:9].